From a dataset of Reaction yield outcomes from USPTO patents with 853,638 reactions. Predict the reaction yield, written as a fraction of the theoretical maximum amount of product (1.0 means a 100% yield; for example, 0.34 means a 34% yield). (1) The reactants are C(OC([NH:8][C:9]([CH3:38])([CH3:37])[CH2:10][CH2:11][C:12]1[C:17]([C@H:18]2[CH2:22][CH2:21][CH2:20][N:19]2[C:23]2[CH:28]=[CH:27][N:26]3[N:29]=[CH:30][C:31]([C:32]([O:34]C)=O)=[C:25]3[N:24]=2)=[CH:16][C:15]([F:36])=[CH:14][N:13]=1)=O)(C)(C)C.[OH-].[Li+].C1C=CC2N(O)N=NC=2C=1.O.CCN=C=NCCCN(C)C.C(N(CC)CC)C. The catalyst is C1COCC1.CO.CN(C=O)C. The product is [F:36][C:15]1[CH:16]=[C:17]2[C:12](=[N:13][CH:14]=1)[CH2:11][CH2:10][C:9]([CH3:37])([CH3:38])[NH:8][C:32](=[O:34])[C:31]1=[C:25]3[N:24]=[C:23]([CH:28]=[CH:27][N:26]3[N:29]=[CH:30]1)[N:19]1[C@@H:18]2[CH2:22][CH2:21][CH2:20]1. The yield is 0.483. (2) The yield is 0.482. The product is [CH3:30][O:29][C:27]1[N:26]=[CH:25][N:24]=[C:23]([NH:20][C:21]2[O:13][C@:5]3([CH2:4][N:3]=2)[CH:10]2[CH2:9][CH2:8][N:7]([CH2:12][CH2:11]2)[CH2:6]3)[CH:28]=1. The reactants are Cl.Cl.[NH2:3][CH2:4][C@@:5]1([OH:13])[CH:10]2[CH2:11][CH2:12][N:7]([CH2:8][CH2:9]2)[CH2:6]1.C([O-])([O-])=O.[Cs+].[Cs+].[N:20]([C:23]1[CH:28]=[C:27]([O:29][CH3:30])[N:26]=[CH:25][N:24]=1)=[C:21]=S.C(N=C=NC(C)C)(C)C. The catalyst is CN(C)C=O. (3) The reactants are [Cl:1][C:2]1[CH:18]=[CH:17][CH:16]=[C:15]([N+:19]([O-:21])=[O:20])[C:3]=1[C:4](Cl)=[N:5][C:6]1[C:11]([F:12])=[CH:10][N:9]=[CH:8][C:7]=1F.NC(N)=[S:24].N1C=CC=CC=1.CCN(CC)CC. The catalyst is C(O)(C)C. The product is [Cl:1][C:2]1[CH:18]=[CH:17][CH:16]=[C:15]([N+:19]([O-:21])=[O:20])[C:3]=1[C:4]1[S:24][C:7]2[CH:8]=[N:9][CH:10]=[C:11]([F:12])[C:6]=2[N:5]=1. The yield is 0.500.